From a dataset of Reaction yield outcomes from USPTO patents with 853,638 reactions. Predict the reaction yield, written as a fraction of the theoretical maximum amount of product (1.0 means a 100% yield; for example, 0.34 means a 34% yield). (1) The reactants are [CH:1]1([C:4]2[O:5][C:6]3[C:7](=[C:9]([C:21]#[N:22])[C:10]([CH3:20])=[C:11]([C:14]4[CH:19]=[CH:18][CH:17]=[CH:16][CH:15]=4)[C:12]=3F)[N:8]=2)[CH2:3][CH2:2]1.C(N(CC)CC)C.[CH3:30][N:31]([CH3:37])[C@H:32]1[CH2:36][CH2:35][NH:34][CH2:33]1.C(OCC)(=O)C. The catalyst is CS(C)=O.[Cl-].[Na+].O. The product is [CH:1]1([C:4]2[O:5][C:6]3[C:7](=[C:9]([C:21]#[N:22])[C:10]([CH3:20])=[C:11]([C:14]4[CH:19]=[CH:18][CH:17]=[CH:16][CH:15]=4)[C:12]=3[N:34]3[CH2:35][CH2:36][C@H:32]([N:31]([CH3:37])[CH3:30])[CH2:33]3)[N:8]=2)[CH2:3][CH2:2]1. The yield is 0.690. (2) The reactants are [CH2:1]([O:3][C:4]1[N:9]=[N:8][C:7]([C:10]2[CH:11]=[C:12]([NH2:17])[CH:13]=[N:14][C:15]=2[CH3:16])=[CH:6][C:5]=1[N:18]1[CH2:23][CH2:22][O:21][CH2:20][CH2:19]1)[CH3:2].[ClH:24].C(N=C=NCCCN(C)C)C.Br[CH2:37][C:38]1[CH:46]=[CH:45][C:41]([C:42](O)=[O:43])=[CH:40][C:39]=1[C:47]([F:50])([F:49])[F:48]. The catalyst is CN(C=O)C. The product is [Cl:24][CH2:37][C:38]1[CH:46]=[CH:45][C:41]([C:42]([NH:17][C:12]2[CH:13]=[N:14][C:15]([CH3:16])=[C:10]([C:7]3[N:8]=[N:9][C:4]([O:3][CH2:1][CH3:2])=[C:5]([N:18]4[CH2:19][CH2:20][O:21][CH2:22][CH2:23]4)[CH:6]=3)[CH:11]=2)=[O:43])=[CH:40][C:39]=1[C:47]([F:50])([F:49])[F:48]. The yield is 0.620. (3) The reactants are C[O:2][C:3]1[CH:12]=[CH:11][C:10]2[C:5](=[CH:6][CH:7]=[C:8]([C:13]3[CH:18]=[CH:17][C:16]([O:19]C)=[CH:15][CH:14]=3)[CH:9]=2)[CH:4]=1.B(Br)(Br)Br. No catalyst specified. The product is [OH:19][C:16]1[CH:17]=[CH:18][C:13]([C:8]2[CH:9]=[C:10]3[C:5](=[CH:6][CH:7]=2)[CH:4]=[C:3]([OH:2])[CH:12]=[CH:11]3)=[CH:14][CH:15]=1. The yield is 0.980. (4) The reactants are C[O-].[Na+].[N+](C(C)C)([O-])=[O:5].[Cl:10][C:11]1[C:12]([CH3:20])=[C:13]([C:16]([Cl:19])=[CH:17][CH:18]=1)[CH2:14]Br.Cl. The catalyst is CO.O. The product is [Cl:10][C:11]1[C:12]([CH3:20])=[C:13]([C:16]([Cl:19])=[CH:17][CH:18]=1)[CH:14]=[O:5]. The yield is 0.943.